This data is from Reaction yield outcomes from USPTO patents with 853,638 reactions. The task is: Predict the reaction yield, written as a fraction of the theoretical maximum amount of product (1.0 means a 100% yield; for example, 0.34 means a 34% yield). (1) The reactants are ClC(Cl)(Cl)CO[C:5](=[O:18])[NH:6][C:7]1[CH:12]=[CH:11][C:10]([C:13](=[O:17])[N:14]([CH3:16])[CH3:15])=[CH:9][CH:8]=1.[Br:21][C:22]1[CH:28]=[CH:27][C:25]([NH2:26])=[CH:24][C:23]=1[F:29]. The catalyst is C1(C)C=CC=CC=1. The product is [Br:21][C:22]1[CH:28]=[CH:27][C:25]([NH:26][C:5](=[O:18])[NH:6][C:7]2[CH:8]=[CH:9][C:10]([C:13]([N:14]([CH3:15])[CH3:16])=[O:17])=[CH:11][CH:12]=2)=[CH:24][C:23]=1[F:29]. The yield is 0.500. (2) The reactants are [OH:1][CH2:2][CH2:3][NH:4][CH2:5][CH2:6][OH:7].[CH2:8](Br)[C:9]1[CH:14]=[CH:13][CH:12]=[CH:11][CH:10]=1.C(=O)([O-])[O-].[K+].[K+].O. The catalyst is CN(C)C=O. The product is [OH:1][CH2:2][CH2:3][N:4]([CH2:5][CH2:6][OH:7])[CH2:8][C:9]1[CH:14]=[CH:13][CH:12]=[CH:11][CH:10]=1. The yield is 0.750. (3) The reactants are C(O[C:4]1[N:8](C2C=CC(C3C=CC=CC=3C3N(CC4C=CC=CC=4)N=NN=3)=CC=2)[C:7]2[C:33]([C:37]([OH:39])=[O:38])=[CH:34][CH:35]=[CH:36][C:6]=2[N:5]=1)C.C([O-])=O.[NH4+].C(O)(C)C. The catalyst is O. The product is [NH:8]1[C:7]2[C:33]([C:37]([OH:39])=[O:38])=[CH:34][CH:35]=[CH:36][C:6]=2[N:5]=[CH:4]1. The yield is 0.732. (4) The reactants are [Br:1][C:2]1[CH:3]=[C:4]([C:8]([F:11])=[CH:9][N:10]=1)[C:5]([OH:7])=[O:6].S(Cl)(Cl)=O.[CH2:16](O)[CH3:17]. No catalyst specified. The product is [Br:1][C:2]1[CH:3]=[C:4]([C:8]([F:11])=[CH:9][N:10]=1)[C:5]([O:7][CH2:16][CH3:17])=[O:6]. The yield is 0.770. (5) The reactants are [CH2:1]([C:8]1[N:9]([CH2:20][C:21]2[CH:26]=[CH:25][C:24]([C:27]3[CH:32]=[CH:31][CH:30]=[CH:29][CH:28]=3)=[CH:23][CH:22]=2)[N:10]=[C:11]2[C:16]=1[C:15](=[O:17])[N:14]([CH3:18])[C:13](=O)[NH:12]2)[C:2]1[CH:7]=[CH:6][CH:5]=[CH:4][CH:3]=1.O=P(Cl)(Cl)[Cl:35]. No catalyst specified. The product is [CH2:1]([C:8]1[N:9]([CH2:20][C:21]2[CH:26]=[CH:25][C:24]([C:27]3[CH:32]=[CH:31][CH:30]=[CH:29][CH:28]=3)=[CH:23][CH:22]=2)[N:10]=[C:11]2[C:16]=1[C:15](=[O:17])[N:14]([CH3:18])[C:13]([Cl:35])=[N:12]2)[C:2]1[CH:7]=[CH:6][CH:5]=[CH:4][CH:3]=1. The yield is 1.00. (6) The reactants are [CH3:1][O:2][CH2:3][O:4][C:5]1[CH:10]=[CH:9][CH:8]=[C:7]([O:11][CH2:12][O:13][CH3:14])[CH:6]=1.[Li]CCCC.[CH2:20](Br)[C:21]1[CH:26]=[CH:25][CH:24]=[CH:23][CH:22]=1. The catalyst is C1COCC1. The product is [CH2:20]([C:6]1[C:7]([O:11][CH2:12][O:13][CH3:14])=[CH:8][CH:9]=[CH:10][C:5]=1[O:4][CH2:3][O:2][CH3:1])[C:21]1[CH:26]=[CH:25][CH:24]=[CH:23][CH:22]=1. The yield is 0.300. (7) The yield is 0.590. No catalyst specified. The reactants are [C:1]1([N:7]2[C:17]3[C:12](=[CH:13][CH:14]=[CH:15][CH:16]=3)[C:10](=O)[C:8]2=[O:9])[CH:6]=[CH:5][CH:4]=[CH:3][CH:2]=1.[NH2:18][C:19]1[CH:20]=[CH:21][C:22]([Cl:25])=[N:23][CH:24]=1. The product is [Cl:25][C:22]1[N:23]=[CH:24][C:19]([N:18]=[C:10]2[C:12]3[C:17](=[CH:16][CH:15]=[CH:14][CH:13]=3)[N:7]([C:1]3[CH:6]=[CH:5][CH:4]=[CH:3][CH:2]=3)[C:8]2=[O:9])=[CH:20][CH:21]=1. (8) The reactants are [NH2:1][C:2]1[CH:12]=[CH:11][C:5]([C:6]([O:8][CH2:9][CH3:10])=[O:7])=[CH:4][CH:3]=1.[CH3:13][S:14](Cl)(=[O:16])=[O:15]. The catalyst is N1C=CC=CC=1.CCOC(C)=O.O. The product is [CH3:13][S:14]([NH:1][C:2]1[CH:3]=[CH:4][C:5]([C:6]([O:8][CH2:9][CH3:10])=[O:7])=[CH:11][CH:12]=1)(=[O:16])=[O:15]. The yield is 0.880.